This data is from Full USPTO retrosynthesis dataset with 1.9M reactions from patents (1976-2016). The task is: Predict the reactants needed to synthesize the given product. (1) Given the product [CH3:1][O:2][C:3]1[CH:4]=[CH:5][C:6]([C:9]2[C:18]([C:19]3[CH:24]=[CH:23][CH:22]=[CH:21][CH:20]=3)=[CH:17][C:16]3[C:11](=[CH:12][C:13]([C:25]([OH:27])=[O:26])=[CH:14][CH:15]=3)[N:10]=2)=[CH:7][CH:8]=1, predict the reactants needed to synthesize it. The reactants are: [CH3:1][O:2][C:3]1[CH:8]=[CH:7][C:6]([C:9]2[C:18]([C:19]3[CH:24]=[CH:23][CH:22]=[CH:21][CH:20]=3)=[CH:17][C:16]3[C:11](=[CH:12][C:13]([C:25]([O:27]C)=[O:26])=[CH:14][CH:15]=3)[N:10]=2)=[CH:5][CH:4]=1.[Li+].[OH-].CO. (2) Given the product [Cl:35][C:36]1[C:43]([O:44][CH3:45])=[CH:42][C:39]([CH:40]([C:28]2[N:24]([CH3:23])[N:25]=[C:26]([C:29]3[CH:30]=[CH:31][CH:32]=[CH:33][CH:34]=3)[N:27]=2)[OH:41])=[C:38]([F:46])[CH:37]=1, predict the reactants needed to synthesize it. The reactants are: C(C1C=C(C(C2N(C)N=C(C3C=CC=CC=3)N=2)O)C=CC=1)C.[CH3:23][N:24]1[CH:28]=[N:27][C:26]([C:29]2[CH:34]=[CH:33][CH:32]=[CH:31][CH:30]=2)=[N:25]1.[Cl:35][C:36]1[C:43]([O:44][CH3:45])=[CH:42][C:39]([CH:40]=[O:41])=[C:38]([F:46])[CH:37]=1. (3) Given the product [CH2:20]([NH:24][C:25]([C:27]1[C:31]2[CH:32]=[CH:33][C:34]([O:36][C:2]3[CH:7]=[CH:6][N:5]=[C:4]4[CH:8]=[C:9]([C:11]([N:13]5[CH2:17][CH2:16][CH:15]([O:18][CH3:19])[CH2:14]5)=[O:12])[S:10][C:3]=34)=[CH:35][C:30]=2[O:29][C:28]=1[CH3:37])=[O:26])[CH:21]([CH3:23])[CH3:22], predict the reactants needed to synthesize it. The reactants are: Cl[C:2]1[CH:7]=[CH:6][N:5]=[C:4]2[CH:8]=[C:9]([C:11]([N:13]3[CH2:17][CH2:16][C@@H:15]([O:18][CH3:19])[CH2:14]3)=[O:12])[S:10][C:3]=12.[CH2:20]([NH:24][C:25]([C:27]1[C:31]2[CH:32]=[CH:33][C:34]([OH:36])=[CH:35][C:30]=2[O:29][C:28]=1[CH3:37])=[O:26])[CH:21]([CH3:23])[CH3:22].C([O-])([O-])=O.[Cs+].[Cs+].